This data is from Forward reaction prediction with 1.9M reactions from USPTO patents (1976-2016). The task is: Predict the product of the given reaction. (1) Given the reactants C([O:8][CH2:9][CH2:10][CH2:11][CH2:12][CH2:13][CH2:14][CH2:15][CH2:16][CH2:17][CH2:18][C:19]#[C:20][C:21]1[CH:22]=[C:23]2[C:28](=[CH:29][CH:30]=1)[O:27][C:26]([C:31]1[CH:36]=[CH:35][C:34]([O:37][CH3:38])=[C:33]([O:39][CH3:40])[CH:32]=1)=[C:25]([OH:41])[C:24]2=[O:42])C1C=CC=CC=1, predict the reaction product. The product is: [CH3:40][O:39][C:33]1[CH:32]=[C:31]([C:26]2[O:27][C:28]3[C:23]([C:24](=[O:42])[C:25]=2[OH:41])=[CH:22][C:21]([CH2:20][CH2:19][CH2:18][CH2:17][CH2:16][CH2:15][CH2:14][CH2:13][CH2:12][CH2:11][CH2:10][CH2:9][OH:8])=[CH:30][CH:29]=3)[CH:36]=[CH:35][C:34]=1[O:37][CH3:38]. (2) Given the reactants [NH2:1][C:2]1[N:10]=[C:9]([O:11][CH3:12])[CH:8]=[C:7]([O:13][CH3:14])[C:3]=1[C:4]([NH2:6])=[O:5].[OH:15][C:16]1[C:23]([CH3:24])=[CH:22][C:19]([CH:20]=O)=[CH:18][C:17]=1[CH3:25].OS([O-])=O.[Na+].CC1C=CC(S(O)(=O)=O)=CC=1, predict the reaction product. The product is: [OH:15][C:16]1[C:23]([CH3:24])=[CH:22][C:19]([C:20]2[NH:6][C:4](=[O:5])[C:3]3[C:7]([O:13][CH3:14])=[CH:8][C:9]([O:11][CH3:12])=[N:10][C:2]=3[N:1]=2)=[CH:18][C:17]=1[CH3:25]. (3) Given the reactants CO[C:3](=[O:25])[C:4]([OH:24])=[CH:5][C:6](=[O:23])[N:7]([O:16][CH2:17][C:18](=[O:22])[N:19]([CH3:21])[CH3:20])[CH2:8][C:9]1[CH:14]=[CH:13][C:12]([F:15])=[CH:11][CH:10]=1.C=O.CN.ClC1C=C(C=CC=1Cl)[CH2:34][N:35](C)[C:36](C1CN(C)C(=O)C=1O)=O, predict the reaction product. The product is: [CH3:21][N:19]([CH3:20])[C:18]([CH2:17][O:16][N:7]([CH2:8][C:9]1[CH:10]=[CH:11][C:12]([F:15])=[CH:13][CH:14]=1)[C:6]([C:5]1[CH2:34][N:35]([CH3:36])[C:3](=[O:25])[C:4]=1[OH:24])=[O:23])=[O:22]. (4) Given the reactants Cl.C(OC(=O)[NH:8][C@H:9]1[CH2:17][CH2:16][C:15]2[N:11]([C:12]3[N:31]=[CH:30][N:29]=[C:28]([NH2:32])[C:13]=3[C:14]=2[C:18]2[CH:19]=[N:20][C:21]3[C:26]([CH:27]=2)=[CH:25][CH:24]=[CH:23][CH:22]=3)[CH2:10]1)(C)(C)C, predict the reaction product. The product is: [N:20]1[C:21]2[C:26](=[CH:25][CH:24]=[CH:23][CH:22]=2)[CH:27]=[C:18]([C:14]2[C:13]3[C:28]([NH2:32])=[N:29][CH:30]=[N:31][C:12]=3[N:11]3[C:15]=2[CH2:16][CH2:17][C@H:9]([NH2:8])[CH2:10]3)[CH:19]=1. (5) Given the reactants OO.FC(F)(F)C([NH:7][C:8]1[CH:13]=[CH:12][C:11]([S:14][CH2:15][C:16]2[N:20]([CH2:21][CH2:22][CH3:23])[CH:19]=[N:18][CH:17]=2)=[CH:10][CH:9]=1)=O.O.O.O.O.O.S([O-])([O-])(=[O:33])=S.[Na+].[Na+].[OH-].[Na+].C(=O)([O-])[O-].[K+].[K+], predict the reaction product. The product is: [CH2:21]([N:20]1[C:16]([CH2:15][S:14]([C:11]2[CH:12]=[CH:13][C:8]([NH2:7])=[CH:9][CH:10]=2)=[O:33])=[CH:17][N:18]=[CH:19]1)[CH2:22][CH3:23]. (6) Given the reactants [Cl:1][C:2]1[CH:7]=[CH:6][N:5]=[C:4]2[NH:8][C:9]([C:11]3[CH:16]=[CH:15][C:14]([C:17]([N:19]4[CH2:24][CH2:23][N:22]([CH3:25])[CH2:21][CH2:20]4)=O)=[CH:13][CH:12]=3)=[N:10][C:3]=12, predict the reaction product. The product is: [Cl:1][C:2]1[CH:7]=[CH:6][N:5]=[C:4]2[NH:8][C:9]([C:11]3[CH:12]=[CH:13][C:14]([CH2:17][N:19]4[CH2:20][CH2:21][N:22]([CH3:25])[CH2:23][CH2:24]4)=[CH:15][CH:16]=3)=[N:10][C:3]=12. (7) Given the reactants [CH3:1][O:2][C:3](=[O:21])[C:4]1[CH:9]=[C:8]([CH3:10])[CH:7]=[CH:6][C:5]=1[NH:11][C:12](=[O:20])[C:13]1[CH:18]=[CH:17][C:16]([Cl:19])=[CH:15][CH:14]=1.[Br:22]N1C(=O)CCC1=O.C(OOC(=O)C1C=CC=CC=1)(=O)C1C=CC=CC=1, predict the reaction product. The product is: [CH3:1][O:2][C:3](=[O:21])[C:4]1[CH:9]=[C:8]([CH2:10][Br:22])[CH:7]=[CH:6][C:5]=1[NH:11][C:12](=[O:20])[C:13]1[CH:18]=[CH:17][C:16]([Cl:19])=[CH:15][CH:14]=1. (8) Given the reactants [CH3:1][O:2][C:3]([C:5]1[CH:20]=[CH:19][C:8]2[S:9][C:10]([C:12]([O:14]C(C)(C)C)=[O:13])=[CH:11][C:7]=2[CH:6]=1)=[O:4].C(O)(C(F)(F)F)=O, predict the reaction product. The product is: [CH3:1][O:2][C:3]([C:5]1[CH:20]=[CH:19][C:8]2[S:9][C:10]([C:12]([OH:14])=[O:13])=[CH:11][C:7]=2[CH:6]=1)=[O:4].